From a dataset of Catalyst prediction with 721,799 reactions and 888 catalyst types from USPTO. Predict which catalyst facilitates the given reaction. Reactant: [CH:1]([C:3]1[CH:4]=[CH:5][C:6]2[N:7]([CH:9]=[C:10]([C:12]([NH:14][C:15]3[CH:20]=[CH:19][CH:18]=[CH:17][CH:16]=3)=[O:13])[N:11]=2)[CH:8]=1)=[O:2].C(=O)([O-])[O-].[K+].[K+].C1(C)C=CC(S([CH2:36][N+:37]#[C-:38])(=O)=O)=CC=1. Product: [O:2]1[C:1]([C:3]2[CH:4]=[CH:5][C:6]3[N:7]([CH:9]=[C:10]([C:12]([NH:14][C:15]4[CH:20]=[CH:19][CH:18]=[CH:17][CH:16]=4)=[O:13])[N:11]=3)[CH:8]=2)=[CH:38][N:37]=[CH:36]1. The catalyst class is: 5.